From a dataset of Forward reaction prediction with 1.9M reactions from USPTO patents (1976-2016). Predict the product of the given reaction. (1) Given the reactants [H-].[H-].[H-].[H-].[Li+].[Al+3].C[O:8][C:9](=O)[CH2:10][C:11]1[N:12]([CH2:17][C:18]2[CH:23]=[CH:22][CH:21]=[CH:20][CH:19]=2)[N:13]=[C:14]([CH3:16])[CH:15]=1.[OH-].[Na+].S([O-])([O-])(=O)=O.[Na+].[Na+], predict the reaction product. The product is: [CH2:17]([N:12]1[C:11]([CH2:10][CH2:9][OH:8])=[CH:15][C:14]([CH3:16])=[N:13]1)[C:18]1[CH:19]=[CH:20][CH:21]=[CH:22][CH:23]=1. (2) Given the reactants [NH2:1][C:2]1[CH:3]=[C:4]([C:8]2[CH:13]=[CH:12][C:11]([C:14]([O:16][CH3:17])=[O:15])=[C:10]([O:18][CH3:19])[CH:9]=2)[CH:5]=[CH:6][CH:7]=1.C(N(CC)CC)C.[CH3:27][S:28](Cl)(=[O:30])=[O:29].Cl, predict the reaction product. The product is: [CH3:19][O:18][C:10]1[CH:9]=[C:8]([C:4]2[CH:5]=[CH:6][CH:7]=[C:2]([NH:1][S:28]([CH3:27])(=[O:30])=[O:29])[CH:3]=2)[CH:13]=[CH:12][C:11]=1[C:14]([O:16][CH3:17])=[O:15]. (3) Given the reactants [NH:1]1[C:9]2[CH2:8][CH2:7][CH2:6][CH2:5][C:4]=2[C:3]([C:10]([OH:12])=[O:11])=[N:2]1.C(=O)([O-])[O-].[Cs+].[Cs+].F[C:20]1[CH:25]=[C:24]([I:26])[CH:23]=[CH:22][N:21]=1.Cl, predict the reaction product. The product is: [I:26][C:24]1[CH:23]=[CH:22][N:21]=[C:20]([N:1]2[C:9]3[CH2:8][CH2:7][CH2:6][CH2:5][C:4]=3[C:3]([C:10]([OH:12])=[O:11])=[N:2]2)[CH:25]=1. (4) Given the reactants [Cl:1][C:2]1[CH:3]=[C:4]2[C:10]([C:11]3[N:16]=[C:15]([NH:17][C@H:18]4[CH2:22][CH2:21][N:20]([S:23]([CH3:26])(=[O:25])=[O:24])[CH2:19]4)[C:14]([F:27])=[CH:13][N:12]=3)=[CH:9][NH:8][C:5]2=[N:6][CH:7]=1.[CH2:28](S(Cl)(=O)=O)[CH2:29]C, predict the reaction product. The product is: [Cl:1][C:2]1[CH:3]=[C:4]2[C:10]([C:11]3[N:16]=[C:15]([NH:17][C@H:18]4[CH2:22][CH2:21][N:20]([S:23]([CH2:26][CH2:28][CH3:29])(=[O:24])=[O:25])[CH2:19]4)[C:14]([F:27])=[CH:13][N:12]=3)=[CH:9][NH:8][C:5]2=[N:6][CH:7]=1. (5) Given the reactants [CH3:1][N:2]([CH:10]1[CH2:15][CH2:14][C:13](=O)[CH2:12][CH2:11]1)[C:3](=[O:9])[O:4][C:5]([CH3:8])([CH3:7])[CH3:6].C1(C)C(S([CH2:26][N+:27]#[C-])(=O)=O)=CC=CC=1.CC(C)([O-])C.[K+], predict the reaction product. The product is: [CH3:1][N:2]([CH:10]1[CH2:15][CH2:14][CH:13]([C:26]#[N:27])[CH2:12][CH2:11]1)[C:3](=[O:9])[O:4][C:5]([CH3:8])([CH3:7])[CH3:6]. (6) The product is: [F:20][C:14]([F:21])([C:2]1[CH:7]=[CH:6][C:5]([O:8][CH2:9][CH2:10][O:11][CH3:12])=[CH:4][CH:3]=1)[C:15]([O:17][CH2:18][CH3:19])=[O:16]. Given the reactants I[C:2]1[CH:7]=[CH:6][C:5]([O:8][CH2:9][CH2:10][O:11][CH3:12])=[CH:4][CH:3]=1.Br[C:14]([F:21])([F:20])[C:15]([O:17][CH2:18][CH3:19])=[O:16].[Cl-].[NH4+], predict the reaction product. (7) Given the reactants F[C:2]1[CH:3]=[C:4]2[C:9](=[CH:10][C:11]=1[N+:12]([O-:14])=[O:13])[NH:8][C:7](=[O:15])[N:6]([NH:16][S:17]([CH3:20])(=[O:19])=[O:18])[C:5]2=[O:21].[CH2:22]([NH:25][C:26](=[O:33])[CH2:27][C:28]1[N:29]=[CH:30][NH:31][CH:32]=1)[CH:23]=[CH2:24], predict the reaction product. The product is: [CH2:22]([NH:25][C:26](=[O:33])[CH2:27][C:28]1[N:29]=[CH:30][N:31]([C:2]2[CH:3]=[C:4]3[C:9](=[CH:10][C:11]=2[N+:12]([O-:14])=[O:13])[NH:8][C:7](=[O:15])[N:6]([NH:16][S:17]([CH3:20])(=[O:19])=[O:18])[C:5]3=[O:21])[CH:32]=1)[CH:23]=[CH2:24]. (8) Given the reactants [OH:1][C:2]1[CH:16]=[CH:15][C:5]([CH2:6][C@@H:7]2[O:11][C:10]([CH3:13])([CH3:12])[O:9][C:8]2=[O:14])=[CH:4][CH:3]=1.[CH2:17]([SiH](CC)CC)[CH3:18].C(O)C, predict the reaction product. The product is: [CH2:17]([O:9][C:8](=[O:14])[C@@H:7]([O:11][CH:10]([CH3:13])[CH3:12])[CH2:6][C:5]1[CH:15]=[CH:16][C:2]([OH:1])=[CH:3][CH:4]=1)[CH3:18]. (9) Given the reactants N[C:2]1[CH:11]=[CH:10][CH:9]=[C:8]2[C:3]=1[C:4]([Br:12])=[CH:5][N:6]=[CH:7]2.CCO.N([O-])=O.[Na+].[F:20][B-](F)(F)F.[H+], predict the reaction product. The product is: [Br:12][C:4]1[C:3]2[C:8](=[CH:9][CH:10]=[CH:11][C:2]=2[F:20])[CH:7]=[N:6][CH:5]=1.